This data is from Catalyst prediction with 721,799 reactions and 888 catalyst types from USPTO. The task is: Predict which catalyst facilitates the given reaction. (1) Reactant: [F:1][C:2]1[CH:7]=[CH:6][CH:5]=[CH:4][C:3]=1[N:8]1[C:12]([CH2:13]O)=[C:11]([C:15]([N:17]([CH2:39][CH:40]([CH3:42])[CH3:41])[C@H:18]2[CH2:23][C@@H:22]([C:24]([N:26]3[CH2:31][CH2:30][O:29][CH2:28][CH2:27]3)=[O:25])[CH2:21][N:20]([C:32]([O:34][C:35]([CH3:38])([CH3:37])[CH3:36])=[O:33])[CH2:19]2)=[O:16])[N:10]=[N:9]1.C1(P(C2C=CC=CC=2)C2C=CC=CC=2)C=CC=CC=1.C(Br)(Br)(Br)[Br:63]. Product: [Br:63][CH2:13][C:12]1[N:8]([C:3]2[CH:4]=[CH:5][CH:6]=[CH:7][C:2]=2[F:1])[N:9]=[N:10][C:11]=1[C:15]([N:17]([CH2:39][CH:40]([CH3:42])[CH3:41])[C@H:18]1[CH2:23][C@@H:22]([C:24]([N:26]2[CH2:31][CH2:30][O:29][CH2:28][CH2:27]2)=[O:25])[CH2:21][N:20]([C:32]([O:34][C:35]([CH3:38])([CH3:37])[CH3:36])=[O:33])[CH2:19]1)=[O:16]. The catalyst class is: 4. (2) Reactant: [NH2:1][C:2]1[O:6][N:5]=[C:4]([CH3:7])[CH:3]=1.[C:8](O[C:8]([O:10][C:11]([CH3:14])([CH3:13])[CH3:12])=[O:9])([O:10][C:11]([CH3:14])([CH3:13])[CH3:12])=[O:9]. Product: [C:11]([O:10][C:8]([NH:1][C:2]1[O:6][N:5]=[C:4]([CH3:7])[CH:3]=1)=[O:9])([CH3:14])([CH3:13])[CH3:12]. The catalyst class is: 112. (3) The catalyst class is: 18. Reactant: [F:1][C@H:2]1[CH2:6][CH2:5][N:4]([C:7]2[CH:8]=[CH:9][C:10]3[N:11]([C:13]([C:16]([OH:18])=O)=[CH:14][N:15]=3)[N:12]=2)[CH2:3]1.[O:19]1[CH2:24][CH2:23][N:22]([C:25]2[N:30]=[C:29]([NH2:31])[CH:28]=[CH:27][CH:26]=2)[CH2:21][CH2:20]1.CCN(C(C)C)C(C)C.CN(C(ON1N=NC2C=CC=NC1=2)=[N+](C)C)C.F[P-](F)(F)(F)(F)F. Product: [F:1][C@H:2]1[CH2:6][CH2:5][N:4]([C:7]2[CH:8]=[CH:9][C:10]3[N:11]([C:13]([C:16]([NH:31][C:29]4[CH:28]=[CH:27][CH:26]=[C:25]([N:22]5[CH2:23][CH2:24][O:19][CH2:20][CH2:21]5)[N:30]=4)=[O:18])=[CH:14][N:15]=3)[N:12]=2)[CH2:3]1. (4) Reactant: C(=O)([O-])[O-].[K+].[K+].[F:7][C:8]1[CH:13]=[CH:12][C:11]([C:14]2[CH:18]=[C:17]([C:19]([O:21][CH3:22])=[O:20])[NH:16][N:15]=2)=[CH:10][CH:9]=1.Br[CH2:24][CH2:25][Cl:26]. Product: [Cl:26][CH2:25][CH2:24][N:16]1[C:17]([C:19]([O:21][CH3:22])=[O:20])=[CH:18][C:14]([C:11]2[CH:10]=[CH:9][C:8]([F:7])=[CH:13][CH:12]=2)=[N:15]1. The catalyst class is: 21. (5) Reactant: [OH:1][C:2]1[CH:11]=[CH:10][C:5]2[C:6](=[O:9])[CH2:7][O:8][C:4]=2[C:3]=1[CH2:12][N:13]1[CH2:18][CH2:17][N:16]([C:19]([O:21][C:22]([CH3:25])([CH3:24])[CH3:23])=[O:20])[CH2:15][CH2:14]1.[NH:26]1[C:34]2[C:29](=[CH:30][CH:31]=[CH:32][N:33]=2)[C:28]([CH:35]=O)=[CH:27]1.N1CCCCC1. Product: [NH:26]1[C:34]2=[N:33][CH:32]=[CH:31][CH:30]=[C:29]2[C:28](/[CH:35]=[C:7]2\[O:8][C:4]3[C:3]([CH2:12][N:13]4[CH2:14][CH2:15][N:16]([C:19]([O:21][C:22]([CH3:25])([CH3:24])[CH3:23])=[O:20])[CH2:17][CH2:18]4)=[C:2]([OH:1])[CH:11]=[CH:10][C:5]=3[C:6]\2=[O:9])=[CH:27]1. The catalyst class is: 5. (6) Reactant: [Br:1][C:2]1[CH:7]=[CH:6][C:5]([CH2:8][C:9]([O:11][CH2:12][CH3:13])=[O:10])=[CH:4][CH:3]=1.[H-].[Na+].[CH3:16]I. Product: [Br:1][C:2]1[CH:3]=[CH:4][C:5]([CH:8]([CH3:16])[C:9]([O:11][CH2:12][CH3:13])=[O:10])=[CH:6][CH:7]=1. The catalyst class is: 9.